From a dataset of Forward reaction prediction with 1.9M reactions from USPTO patents (1976-2016). Predict the product of the given reaction. (1) Given the reactants [F:1][C:2]1[CH:3]=[C:4]([S:8]([NH:11][C:12]2[CH:13]=[C:14]3[C:18](=[CH:19][CH:20]=2)[NH:17][N:16]=[C:15]3[NH:21]C(=O)C2C=CC=CC=2)(=[O:10])=[O:9])[CH:5]=[CH:6][CH:7]=1.Cl, predict the reaction product. The product is: [NH2:21][C:15]1[C:14]2[C:18](=[CH:19][CH:20]=[C:12]([NH:11][S:8]([C:4]3[CH:5]=[CH:6][CH:7]=[C:2]([F:1])[CH:3]=3)(=[O:10])=[O:9])[CH:13]=2)[NH:17][N:16]=1. (2) Given the reactants [N+:1]([C:4]1[CH:9]=[CH:8][C:7](ON=C2CCCC2)=[CH:6][CH:5]=1)([O-:3])=[O:2].Cl.[C:18]1([CH3:28])[CH:23]=[CH:22][C:21](S(O)(=O)=O)=CC=1.C(O)(=[O:31])C, predict the reaction product. The product is: [N+:1]([C:4]1[C:5]2[O:31][C:21]3[CH2:28][CH2:18][CH2:23][C:22]=3[C:6]=2[CH:7]=[CH:8][CH:9]=1)([O-:3])=[O:2]. (3) Given the reactants [CH2:1]([CH:3]([C:9](OCC)=O)[C:4]([O:6]CC)=[O:5])[CH3:2].[Na].[C:15]1([C:21]2[CH:28]=[CH:27][CH:26]=[CH:25][C:22]=2CBr)[CH:20]=[CH:19][CH:18]=[CH:17][CH:16]=1.[OH-].[K+], predict the reaction product. The product is: [C:15]1([C:21]2[CH:22]=[CH:25][CH:26]=[CH:27][C:28]=2[CH2:9][CH:3]([CH2:1][CH3:2])[C:4]([OH:6])=[O:5])[CH:20]=[CH:19][CH:18]=[CH:17][CH:16]=1. (4) The product is: [F:1][CH:2]([CH2:27][CH2:28][CH3:29])[CH2:3][N:4]1[CH2:5][CH2:6][CH:7]([CH2:10][O:11][C:12]2[CH:13]=[CH:14][C:15]([C:18]3[CH:23]=[CH:22][C:21]([C:24]([N:30]4[CH2:34][CH2:33][CH2:32][C@@H:31]4[CH2:35][OH:36])=[O:25])=[CH:20][CH:19]=3)=[CH:16][CH:17]=2)[CH2:8][CH2:9]1. Given the reactants [F:1][CH:2]([CH2:27][CH2:28][CH3:29])[CH2:3][N:4]1[CH2:9][CH2:8][CH:7]([CH2:10][O:11][C:12]2[CH:17]=[CH:16][C:15]([C:18]3[CH:23]=[CH:22][C:21]([C:24](O)=[O:25])=[CH:20][CH:19]=3)=[CH:14][CH:13]=2)[CH2:6][CH2:5]1.[NH:30]1[CH2:34][CH2:33][CH2:32][C@@H:31]1[CH2:35][OH:36].C1CN([P+](ON2N=NC3C=CC=CC2=3)(N2CCCC2)N2CCCC2)CC1.F[P-](F)(F)(F)(F)F.CCN(C(C)C)C(C)C, predict the reaction product. (5) Given the reactants [OH:1][C:2]1[C:7]([O:8]C)=[CH:6][C:5]([C:10]#[N:11])=[C:4]([C:12]2[CH:17]=[CH:16][C:15]([CH3:18])=[C:14]([CH3:19])[CH:13]=2)[C:3]=1[C:20]#[N:21].BrC1C(C#N)=C(O)C(OC)=CC=1C#N.CC1C=C(B(O)O)C=CC=1C, predict the reaction product. The product is: [OH:1][C:2]1[C:7]([OH:8])=[CH:6][C:5]([C:10]#[N:11])=[C:4]([C:12]2[CH:17]=[CH:16][C:15]([CH3:18])=[C:14]([CH3:19])[CH:13]=2)[C:3]=1[C:20]#[N:21]. (6) Given the reactants [N:1]([CH2:4][CH2:5][CH2:6][C:7]1([C:25]2[CH:30]=[CH:29][CH:28]=[CH:27][CH:26]=2)[N:11]([C:12]2[S:13][CH:14]=[N:15][N:16]=2)[N:10]=[C:9]([C:17]2[CH:22]=[C:21]([F:23])[CH:20]=[CH:19][C:18]=2[F:24])[S:8]1)=[N+:2]=[N-:3].[Br:31]N1C(=O)CCC1=O, predict the reaction product. The product is: [N:1]([CH2:4][CH2:5][CH2:6][C:7]1([C:25]2[CH:30]=[CH:29][CH:28]=[CH:27][CH:26]=2)[N:11]([C:12]2[S:13][C:14]([Br:31])=[N:15][N:16]=2)[N:10]=[C:9]([C:17]2[CH:22]=[C:21]([F:23])[CH:20]=[CH:19][C:18]=2[F:24])[S:8]1)=[N+:2]=[N-:3]. (7) Given the reactants [CH2:1]([CH:5]1[CH2:14][CH2:13][C:12]2[C:7](=[CH:8][CH:9]=[C:10]([O:15][CH3:16])[CH:11]=2)[C:6]1=[O:17])[CH2:2][CH:3]=[CH2:4].[CH:18](=[O:22])/C=C/C, predict the reaction product. The product is: [CH3:16][O:15][C:10]1[CH:11]=[C:12]2[C:7](=[CH:8][CH:9]=1)[C:6](=[O:17])[CH:5]([CH2:1][CH2:2]/[CH:3]=[CH:4]/[CH:18]=[O:22])[CH2:14][CH2:13]2. (8) Given the reactants [OH:1][B:2]1[C:6]2[CH:7]=[C:8]([O:11][C:12]3[CH:17]=[CH:16][CH:15]=[CH:14][CH:13]=3)[CH:9]=[CH:10][C:5]=2[CH:4]([CH2:18][S:19]([NH2:22])(=[O:21])=[O:20])[O:3]1.[C:23](OC(=O)C)(=[O:25])[CH3:24], predict the reaction product. The product is: [OH:1][B:2]1[C:6]2[CH:7]=[C:8]([O:11][C:12]3[CH:13]=[CH:14][CH:15]=[CH:16][CH:17]=3)[CH:9]=[CH:10][C:5]=2[CH:4]([CH2:18][S:19]([NH:22][C:23](=[O:25])[CH3:24])(=[O:20])=[O:21])[O:3]1. (9) Given the reactants [CH:1]([NH:4][C:5]1[N:10]=[C:9]([C:11]2[C:19]3[C:14](=[CH:15][CH:16]=[C:17]([C:20]4[N:24]=[C:23]([NH2:25])[O:22][N:21]=4)[CH:18]=3)[N:13](S(C3C=CC(C)=CC=3)(=O)=O)[CH:12]=2)[CH:8]=[N:7][CH:6]=1)([CH3:3])[CH3:2].[OH-].[Na+], predict the reaction product. The product is: [CH:1]([NH:4][C:5]1[N:10]=[C:9]([C:11]2[C:19]3[C:14](=[CH:15][CH:16]=[C:17]([C:20]4[N:24]=[C:23]([NH2:25])[O:22][N:21]=4)[CH:18]=3)[NH:13][CH:12]=2)[CH:8]=[N:7][CH:6]=1)([CH3:3])[CH3:2].